Dataset: NCI-60 drug combinations with 297,098 pairs across 59 cell lines. Task: Regression. Given two drug SMILES strings and cell line genomic features, predict the synergy score measuring deviation from expected non-interaction effect. (1) Drug 2: B(C(CC(C)C)NC(=O)C(CC1=CC=CC=C1)NC(=O)C2=NC=CN=C2)(O)O. Synergy scores: CSS=23.9, Synergy_ZIP=-9.15, Synergy_Bliss=-3.28, Synergy_Loewe=-0.449, Synergy_HSA=-0.395. Drug 1: C1=CC(=C2C(=C1NCCNCCO)C(=O)C3=C(C=CC(=C3C2=O)O)O)NCCNCCO. Cell line: UO-31. (2) Drug 1: CN(C)C1=NC(=NC(=N1)N(C)C)N(C)C. Drug 2: CC(C)NC(=O)C1=CC=C(C=C1)CNNC.Cl. Cell line: CCRF-CEM. Synergy scores: CSS=2.48, Synergy_ZIP=3.06, Synergy_Bliss=6.54, Synergy_Loewe=-1.89, Synergy_HSA=-2.06. (3) Synergy scores: CSS=57.3, Synergy_ZIP=2.06, Synergy_Bliss=1.82, Synergy_Loewe=-16.4, Synergy_HSA=3.02. Cell line: 786-0. Drug 2: CC1C(C(CC(O1)OC2CC(CC3=C2C(=C4C(=C3O)C(=O)C5=C(C4=O)C(=CC=C5)OC)O)(C(=O)CO)O)N)O.Cl. Drug 1: C1C(C(OC1N2C=NC(=NC2=O)N)CO)O. (4) Drug 1: CC1=CC2C(CCC3(C2CCC3(C(=O)C)OC(=O)C)C)C4(C1=CC(=O)CC4)C. Drug 2: CC1=C2C(C(=O)C3(C(CC4C(C3C(C(C2(C)C)(CC1OC(=O)C(C(C5=CC=CC=C5)NC(=O)C6=CC=CC=C6)O)O)OC(=O)C7=CC=CC=C7)(CO4)OC(=O)C)O)C)OC(=O)C. Cell line: RXF 393. Synergy scores: CSS=31.8, Synergy_ZIP=7.09, Synergy_Bliss=12.1, Synergy_Loewe=-13.3, Synergy_HSA=7.36. (5) Drug 1: CC12CCC(CC1=CCC3C2CCC4(C3CC=C4C5=CN=CC=C5)C)O. Drug 2: CCCCC(=O)OCC(=O)C1(CC(C2=C(C1)C(=C3C(=C2O)C(=O)C4=C(C3=O)C=CC=C4OC)O)OC5CC(C(C(O5)C)O)NC(=O)C(F)(F)F)O. Cell line: MOLT-4. Synergy scores: CSS=8.67, Synergy_ZIP=-1.55, Synergy_Bliss=2.82, Synergy_Loewe=-2.56, Synergy_HSA=2.81. (6) Drug 1: COC1=C(C=C2C(=C1)N=CN=C2NC3=CC(=C(C=C3)F)Cl)OCCCN4CCOCC4. Drug 2: C(=O)(N)NO. Cell line: SK-MEL-2. Synergy scores: CSS=17.5, Synergy_ZIP=-4.00, Synergy_Bliss=2.87, Synergy_Loewe=-55.8, Synergy_HSA=0.0279. (7) Drug 1: CC1=CC=C(C=C1)C2=CC(=NN2C3=CC=C(C=C3)S(=O)(=O)N)C(F)(F)F. Drug 2: CC1=C(C(=CC=C1)Cl)NC(=O)C2=CN=C(S2)NC3=CC(=NC(=N3)C)N4CCN(CC4)CCO. Cell line: K-562. Synergy scores: CSS=82.3, Synergy_ZIP=27.2, Synergy_Bliss=28.8, Synergy_Loewe=-0.107, Synergy_HSA=27.2.